Dataset: Catalyst prediction with 721,799 reactions and 888 catalyst types from USPTO. Task: Predict which catalyst facilitates the given reaction. (1) Reactant: [OH:1][C@@H:2]1[CH2:5][C@H:4]([NH:6][C:7](=[O:16])[O:8][CH2:9][C:10]2[CH:15]=[CH:14][CH:13]=[CH:12][CH:11]=2)[CH2:3]1.[C:17]1([CH3:27])[CH:22]=[CH:21][C:20]([S:23](Cl)(=[O:25])=[O:24])=[CH:19][CH:18]=1.C(N(CC)CC)C. Product: [CH3:27][C:17]1[CH:22]=[CH:21][C:20]([S:23]([O:1][C@H:2]2[CH2:3][C@@H:4]([NH:6][C:7]([O:8][CH2:9][C:10]3[CH:15]=[CH:14][CH:13]=[CH:12][CH:11]=3)=[O:16])[CH2:5]2)(=[O:25])=[O:24])=[CH:19][CH:18]=1. The catalyst class is: 4. (2) The catalyst class is: 3. Reactant: [CH3:1][N:2]1[C:10]2[C:5](=[CH:6][CH:7]=[CH:8][CH:9]=2)[C:4]([CH2:11][C:12]([NH2:14])=[O:13])=[CH:3]1.[C:15]1([C:21](=O)[C:22](OCC)=[O:23])[CH:20]=[CH:19][CH:18]=[CH:17][CH:16]=1.CC(C)([O-])C.[K+].O. Product: [CH3:1][N:2]1[C:10]2[C:5](=[CH:6][CH:7]=[CH:8][CH:9]=2)[C:4]([C:11]2[C:12]([NH:14][C:22](=[O:23])[C:21]=2[C:15]2[CH:20]=[CH:19][CH:18]=[CH:17][CH:16]=2)=[O:13])=[CH:3]1.